From a dataset of NCI-60 drug combinations with 297,098 pairs across 59 cell lines. Regression. Given two drug SMILES strings and cell line genomic features, predict the synergy score measuring deviation from expected non-interaction effect. (1) Drug 1: C1CC(=O)NC(=O)C1N2CC3=C(C2=O)C=CC=C3N. Drug 2: C1CN(CCN1C(=O)CCBr)C(=O)CCBr. Cell line: U251. Synergy scores: CSS=32.5, Synergy_ZIP=-9.50, Synergy_Bliss=-1.71, Synergy_Loewe=-3.61, Synergy_HSA=0.946. (2) Drug 2: C(CN)CNCCSP(=O)(O)O. Cell line: HCT-15. Drug 1: CCC(=C(C1=CC=CC=C1)C2=CC=C(C=C2)OCCN(C)C)C3=CC=CC=C3.C(C(=O)O)C(CC(=O)O)(C(=O)O)O. Synergy scores: CSS=24.5, Synergy_ZIP=5.83, Synergy_Bliss=7.15, Synergy_Loewe=-13.0, Synergy_HSA=4.11. (3) Drug 1: CC1=CC=C(C=C1)C2=CC(=NN2C3=CC=C(C=C3)S(=O)(=O)N)C(F)(F)F. Drug 2: N.N.Cl[Pt+2]Cl. Cell line: OVCAR-5. Synergy scores: CSS=36.3, Synergy_ZIP=-3.97, Synergy_Bliss=1.46, Synergy_Loewe=3.40, Synergy_HSA=2.00. (4) Drug 1: CCC1=CC2CC(C3=C(CN(C2)C1)C4=CC=CC=C4N3)(C5=C(C=C6C(=C5)C78CCN9C7C(C=CC9)(C(C(C8N6C)(C(=O)OC)O)OC(=O)C)CC)OC)C(=O)OC.C(C(C(=O)O)O)(C(=O)O)O. Drug 2: CCC1=C2CN3C(=CC4=C(C3=O)COC(=O)C4(CC)O)C2=NC5=C1C=C(C=C5)O. Cell line: UACC62. Synergy scores: CSS=53.7, Synergy_ZIP=-2.95, Synergy_Bliss=-3.41, Synergy_Loewe=-0.983, Synergy_HSA=1.75. (5) Drug 1: CC1=CC=C(C=C1)C2=CC(=NN2C3=CC=C(C=C3)S(=O)(=O)N)C(F)(F)F. Drug 2: C(CC(=O)O)C(=O)CN.Cl. Cell line: PC-3. Synergy scores: CSS=5.93, Synergy_ZIP=-1.46, Synergy_Bliss=3.21, Synergy_Loewe=-0.950, Synergy_HSA=0.498. (6) Drug 1: C1CCN(CC1)CCOC2=CC=C(C=C2)C(=O)C3=C(SC4=C3C=CC(=C4)O)C5=CC=C(C=C5)O. Drug 2: CC12CCC(CC1=CCC3C2CCC4(C3CC=C4C5=CN=CC=C5)C)O. Cell line: MOLT-4. Synergy scores: CSS=7.55, Synergy_ZIP=0.400, Synergy_Bliss=6.63, Synergy_Loewe=1.86, Synergy_HSA=2.03. (7) Drug 1: CC1=C2C(C(=O)C3(C(CC4C(C3C(C(C2(C)C)(CC1OC(=O)C(C(C5=CC=CC=C5)NC(=O)OC(C)(C)C)O)O)OC(=O)C6=CC=CC=C6)(CO4)OC(=O)C)OC)C)OC. Drug 2: CC1C(C(CC(O1)OC2CC(OC(C2O)C)OC3=CC4=CC5=C(C(=O)C(C(C5)C(C(=O)C(C(C)O)O)OC)OC6CC(C(C(O6)C)O)OC7CC(C(C(O7)C)O)OC8CC(C(C(O8)C)O)(C)O)C(=C4C(=C3C)O)O)O)O. Cell line: HOP-92. Synergy scores: CSS=28.2, Synergy_ZIP=-2.70, Synergy_Bliss=-1.01, Synergy_Loewe=-9.42, Synergy_HSA=1.90. (8) Drug 1: CS(=O)(=O)OCCCCOS(=O)(=O)C. Drug 2: C1CNP(=O)(OC1)N(CCCl)CCCl. Cell line: SF-268. Synergy scores: CSS=3.54, Synergy_ZIP=-0.135, Synergy_Bliss=1.30, Synergy_Loewe=-0.643, Synergy_HSA=0.0539. (9) Drug 1: CC1=CC=C(C=C1)C2=CC(=NN2C3=CC=C(C=C3)S(=O)(=O)N)C(F)(F)F. Drug 2: CC1=C(C=C(C=C1)C(=O)NC2=CC(=CC(=C2)C(F)(F)F)N3C=C(N=C3)C)NC4=NC=CC(=N4)C5=CN=CC=C5. Cell line: BT-549. Synergy scores: CSS=-4.32, Synergy_ZIP=7.02, Synergy_Bliss=7.43, Synergy_Loewe=-1.04, Synergy_HSA=-2.17.